Task: Binary Classification. Given a drug SMILES string, predict its activity (active/inactive) in a high-throughput screening assay against a specified biological target.. Dataset: Tyrosyl-DNA phosphodiesterase HTS with 341,365 compounds The molecule is Clc1c(/C=C\C(=O)c2c3c([nH]c2C)cccc3)cccc1. The result is 0 (inactive).